This data is from Full USPTO retrosynthesis dataset with 1.9M reactions from patents (1976-2016). The task is: Predict the reactants needed to synthesize the given product. (1) Given the product [Cl:3][C:4]1[CH:29]=[CH:28][C:7]2[N:8]3[C:12]([CH2:13][N:14]([CH3:30])[CH2:15][C:6]=2[CH:5]=1)=[N:11][N:10]=[C:9]3[CH:16]1[CH2:21][CH2:20][N:19]([C:22]2[N:23]=[CH:24][CH:25]=[CH:26][N:27]=2)[CH2:18][CH2:17]1, predict the reactants needed to synthesize it. The reactants are: C=O.[Cl:3][C:4]1[CH:29]=[CH:28][C:7]2[N:8]3[C:12]([CH2:13][NH:14][CH2:15][C:6]=2[CH:5]=1)=[N:11][N:10]=[C:9]3[CH:16]1[CH2:21][CH2:20][N:19]([C:22]2[N:27]=[CH:26][CH:25]=[CH:24][N:23]=2)[CH2:18][CH2:17]1.[C:30](O[BH-](OC(=O)C)OC(=O)C)(=O)C.[Na+]. (2) Given the product [Br:43][CH2:2][C:3]1[CH:7]=[C:6]([C:8]2[C:9]([N:14]([C:22]([O:24][C:25]([CH3:28])([CH3:27])[CH3:26])=[O:23])[C:15]([O:17][C:18]([CH3:21])([CH3:20])[CH3:19])=[O:16])=[N:10][CH:11]=[CH:12][CH:13]=2)[O:5][N:4]=1, predict the reactants needed to synthesize it. The reactants are: O[CH2:2][C:3]1[CH:7]=[C:6]([C:8]2[C:9]([N:14]([C:22]([O:24][C:25]([CH3:28])([CH3:27])[CH3:26])=[O:23])[C:15]([O:17][C:18]([CH3:21])([CH3:20])[CH3:19])=[O:16])=[N:10][CH:11]=[CH:12][CH:13]=2)[O:5][N:4]=1.C(N(CC)CC)C.COCCOC.P(Br)(Br)[Br:43]. (3) The reactants are: Cl[C:2]1[C:11]([CH3:12])=[C:10]([Cl:13])[C:9]2[C:4](=[CH:5][C:6]([F:14])=[CH:7][CH:8]=2)[N:3]=1.C(=O)([O-])[O-].[Na+].[Na+].[CH3:21][C:22]1[C:27](B2OC(C)(C)C(C)(C)O2)=[CH:26][CH:25]=[CH:24][N:23]=1. Given the product [Cl:13][C:10]1[C:9]2[C:4](=[CH:5][C:6]([F:14])=[CH:7][CH:8]=2)[N:3]=[C:2]([C:27]2[C:22]([CH3:21])=[N:23][CH:24]=[CH:25][CH:26]=2)[C:11]=1[CH3:12], predict the reactants needed to synthesize it.